The task is: Binary Classification. Given a drug SMILES string, predict its activity (active/inactive) in a high-throughput screening assay against a specified biological target.. This data is from Cav3 T-type calcium channel HTS with 100,875 compounds. The drug is S(c1nc(c2CCCCc2c1C#N)C)CC(=O)NCc1cc2OCOc2cc1. The result is 1 (active).